From a dataset of Forward reaction prediction with 1.9M reactions from USPTO patents (1976-2016). Predict the product of the given reaction. (1) Given the reactants [NH:1]1[CH:5]=[N:4][CH:3]=[N:2]1.[C:6]([C:9]1[CH:10]=[CH:11][C:12](Br)=[N:13][CH:14]=1)(=[O:8])[CH3:7].C(=O)([O-])[O-].[K+].[K+].[Cl-].[NH4+], predict the reaction product. The product is: [C:6]([C:9]1[CH:10]=[CH:11][C:12]([N:1]2[CH:5]=[N:4][CH:3]=[N:2]2)=[N:13][CH:14]=1)(=[O:8])[CH3:7]. (2) Given the reactants [NH:1]([CH:8]([C:18]1[CH:23]=[CH:22][CH:21]=[CH:20][C:19]=1[CH3:24])[C:9]([C:11]1[CH:16]=[CH:15][CH:14]=[CH:13][C:12]=1[CH3:17])=[O:10])[C:2]1[CH:7]=[CH:6][CH:5]=[CH:4][CH:3]=1.[O:25]1CCC[CH2:26]1, predict the reaction product. The product is: [O:10]=[C:9]([C:11]1[CH:16]=[CH:15][CH:14]=[CH:13][C:12]=1[CH3:17])[CH:8]([N:1]([C:2]1[CH:3]=[CH:4][CH:5]=[CH:6][CH:7]=1)[CH:26]=[O:25])[C:18]1[CH:23]=[CH:22][CH:21]=[CH:20][C:19]=1[CH3:24]. (3) The product is: [N:41]1([C:2]2[CH:26]=[CH:25][C:5]([C:6]([NH:8][C:9]3[CH:24]=[CH:23][CH:22]=[CH:21][C:10]=3[C:11]([NH:13][C:14]3[CH:19]=[CH:18][C:17]([Cl:20])=[CH:16][N:15]=3)=[O:12])=[O:7])=[C:4]([O:27][CH:28]3[CH2:33][CH2:32][N:31]([C:34]([O:36][C:37]([CH3:40])([CH3:39])[CH3:38])=[O:35])[CH2:30][CH2:29]3)[CH:3]=2)[CH2:46][CH2:45][O:44][CH2:43][CH2:42]1. Given the reactants F[C:2]1[CH:26]=[CH:25][C:5]([C:6]([NH:8][C:9]2[CH:24]=[CH:23][CH:22]=[CH:21][C:10]=2[C:11]([NH:13][C:14]2[CH:19]=[CH:18][C:17]([Cl:20])=[CH:16][N:15]=2)=[O:12])=[O:7])=[C:4]([O:27][CH:28]2[CH2:33][CH2:32][N:31]([C:34]([O:36][C:37]([CH3:40])([CH3:39])[CH3:38])=[O:35])[CH2:30][CH2:29]2)[CH:3]=1.[NH:41]1[CH2:46][CH2:45][O:44][CH2:43][CH2:42]1, predict the reaction product. (4) The product is: [C:24]([O:28][C:29](=[O:36])[N:30]([CH2:31][CH2:32][O:1][C:2]1[CH:3]=[CH:4][C:5]2[C:17](=[O:18])[C:16]3[C:15]4[C:10](=[CH:11][C:12]([C:19]#[N:20])=[CH:13][CH:14]=4)[NH:9][C:8]=3[C:7]([CH3:21])([CH3:22])[C:6]=2[CH:23]=1)[CH2:34][CH3:35])([CH3:26])([CH3:27])[CH3:25]. Given the reactants [OH:1][C:2]1[CH:3]=[CH:4][C:5]2[C:17](=[O:18])[C:16]3[C:15]4[C:10](=[CH:11][C:12]([C:19]#[N:20])=[CH:13][CH:14]=4)[NH:9][C:8]=3[C:7]([CH3:22])([CH3:21])[C:6]=2[CH:23]=1.[C:24]([O:28][C:29](=[O:36])[N:30]([CH2:34][CH3:35])[CH2:31][CH2:32]O)([CH3:27])([CH3:26])[CH3:25], predict the reaction product.